This data is from Forward reaction prediction with 1.9M reactions from USPTO patents (1976-2016). The task is: Predict the product of the given reaction. (1) Given the reactants [NH2:1][C:2]1[CH:7]=[CH:6][C:5]([F:8])=[CH:4][C:3]=1[OH:9].[F:10][C:11]1[CH:19]=[CH:18][C:17]([N+:20]([O-:22])=[O:21])=[CH:16][C:12]=1[C:13](Cl)=[O:14], predict the reaction product. The product is: [OH:9][C:3]1[CH:4]=[C:5]([F:8])[CH:6]=[CH:7][C:2]=1[NH:1][C:13](=[O:14])[C:12]1[CH:16]=[C:17]([N+:20]([O-:22])=[O:21])[CH:18]=[CH:19][C:11]=1[F:10]. (2) Given the reactants [Br:1][C:2]1[CH:3]=[C:4]2[C:9](=[CH:10][CH:11]=1)[CH:8]=[C:7]([NH2:12])[CH:6]=[CH:5]2.CO[C@@H:15]([CH:26]([CH3:31])[CH2:27]N=C=O)[C:16]([N:18]1[CH2:22][CH2:21][CH2:20][C@H:19]1[C:23]([OH:25])=O)=[O:17].CN([C:35]([O:39]N1N=NC2C=CC=NC1=2)=[N+](C)C)C.F[P-](F)(F)(F)(F)F.CC[N:58]([CH:62](C)C)C(C)C.CS(C)=[O:67], predict the reaction product. The product is: [CH3:35][O:39][C:62](=[O:67])[NH:58][C@H:15]([C:16]([N:18]1[CH2:22][CH2:21][CH2:20][C@H:19]1[C:23](=[O:25])[NH:12][C:7]1[CH:6]=[CH:5][C:4]2[C:9](=[CH:10][CH:11]=[C:2]([Br:1])[CH:3]=2)[CH:8]=1)=[O:17])[CH:26]([CH3:27])[CH3:31]. (3) Given the reactants CC(C)N=C=NC(C)C.[CH3:10][C:11]([OH:14])([CH3:13])[CH3:12].[N+:15]([C:18]1[CH:19]=[CH:20][C:21]([C:24](O)=[O:25])=[N:22][CH:23]=1)([O-:17])=[O:16].CCCCCC, predict the reaction product. The product is: [N+:15]([C:18]1[CH:19]=[CH:20][C:21]([C:24]([O:14][C:11]([CH3:13])([CH3:12])[CH3:10])=[O:25])=[N:22][CH:23]=1)([O-:17])=[O:16]. (4) Given the reactants [C:1]([C:5]1[CH:10]=[CH:9][C:8]([C:11]2[S:12][CH:13]=[C:14]([CH:20]=[O:21])[C:15]=2[O:16][CH2:17][O:18][CH3:19])=[CH:7][CH:6]=1)([CH3:4])([CH3:3])[CH3:2].C(OCC)C.[CH:27]([Mg]Br)([CH3:29])[CH3:28].[Cl-].[NH4+], predict the reaction product. The product is: [C:1]([C:5]1[CH:10]=[CH:9][C:8]([C:11]2[S:12][CH:13]=[C:14]([CH:20]([OH:21])[CH:27]([CH3:29])[CH3:28])[C:15]=2[O:16][CH2:17][O:18][CH3:19])=[CH:7][CH:6]=1)([CH3:4])([CH3:2])[CH3:3].